Predict the reactants needed to synthesize the given product. From a dataset of Full USPTO retrosynthesis dataset with 1.9M reactions from patents (1976-2016). Given the product [CH2:1]([O:8][C:9]1[CH:14]=[C:13]([Br:25])[C:12]([CH3:15])=[CH:11][C:10]=1[O:16][CH3:17])[C:2]1[CH:3]=[CH:4][CH:5]=[CH:6][CH:7]=1, predict the reactants needed to synthesize it. The reactants are: [CH2:1]([O:8][C:9]1[CH:14]=[CH:13][C:12]([CH3:15])=[CH:11][C:10]=1[O:16][CH3:17])[C:2]1[CH:7]=[CH:6][CH:5]=[CH:4][CH:3]=1.C1C(=O)N([Br:25])C(=O)C1.